From a dataset of Reaction yield outcomes from USPTO patents with 853,638 reactions. Predict the reaction yield, written as a fraction of the theoretical maximum amount of product (1.0 means a 100% yield; for example, 0.34 means a 34% yield). (1) The reactants are [I:1][C:2]1[C:6]([CH:7]=O)=[CH:5][N:4]([CH:9]2[CH2:14][CH2:13][CH2:12][CH2:11][O:10]2)[N:3]=1.[CH3:15][N:16]([CH2:24][CH2:25][NH:26][CH3:27])[C:17](=[O:23])[O:18][C:19]([CH3:22])([CH3:21])[CH3:20].[BH-](OC(C)=O)(OC(C)=O)OC(C)=O.[Na+]. The catalyst is ClC(Cl)C.ClCCl. The product is [I:1][C:2]1[C:6]([CH2:7][N:26]([CH3:27])[CH2:25][CH2:24][N:16]([CH3:15])[C:17](=[O:23])[O:18][C:19]([CH3:20])([CH3:21])[CH3:22])=[CH:5][N:4]([CH:9]2[CH2:14][CH2:13][CH2:12][CH2:11][O:10]2)[N:3]=1. The yield is 0.920. (2) The reactants are Cl.[NH2:2][CH:3]([CH2:29][C:30]1[CH:35]=[CH:34][C:33]([F:36])=[CH:32][CH:31]=1)[C:4]([N:6]1[CH2:11][CH2:10][N:9]([CH:12]([CH2:16][C:17]2[CH:26]=[CH:25][C:24]3[C:19](=[CH:20][CH:21]=[CH:22][CH:23]=3)[CH:18]=2)[C:13]([NH2:15])=[O:14])[CH2:8][CH:7]1[CH2:27][CH3:28])=[O:5].C(OC([CH2:44][C:45]([NH2:50])([CH3:49])[C:46](O)=[O:47])=O)(C)(C)C.ON1C2C=CC=CC=2N=N1.CN1CCOCC1. The yield is 0.770. The catalyst is CN(C=O)C.O.CCOC(C)=O. The product is [NH2:50][C:45]([CH3:49])([CH3:44])[C:46]([NH:2][CH:3]([CH2:29][C:30]1[CH:35]=[CH:34][C:33]([F:36])=[CH:32][CH:31]=1)[C:4]([N:6]1[CH2:11][CH2:10][N:9]([CH:12]([CH2:16][C:17]2[CH:26]=[CH:25][C:24]3[C:19](=[CH:20][CH:21]=[CH:22][CH:23]=3)[CH:18]=2)[C:13]([NH2:15])=[O:14])[CH2:8][CH:7]1[CH2:27][CH3:28])=[O:5])=[O:47]. (3) The catalyst is CC#N. The product is [CH3:22][O:21][C:15]1[N:14]=[C:13]2[C:12]([C:23]3[N:31]([S:32]([C:35]4[CH:36]=[CH:37][C:38]([CH3:41])=[CH:39][CH:40]=4)(=[O:33])=[O:34])[C:26]4=[N:27][CH:28]=[CH:29][CH:30]=[C:25]4[CH:24]=3)=[CH:11][N:10]([CH2:9][CH2:8][N:46]3[CH2:47][CH2:48][N:43]([CH3:42])[CH2:44][CH2:45]3)[C:18]2=[CH:17][C:16]=1[O:19][CH3:20]. The reactants are C([O-])([O-])=O.[K+].[K+].I[CH2:8][CH2:9][N:10]1[C:18]2[C:13](=[N:14][C:15]([O:21][CH3:22])=[C:16]([O:19][CH3:20])[CH:17]=2)[C:12]([C:23]2[N:31]([S:32]([C:35]3[CH:40]=[CH:39][C:38]([CH3:41])=[CH:37][CH:36]=3)(=[O:34])=[O:33])[C:26]3=[N:27][CH:28]=[CH:29][CH:30]=[C:25]3[CH:24]=2)=[CH:11]1.[CH3:42][N:43]1[CH2:48][CH2:47][NH:46][CH2:45][CH2:44]1.Cl. The yield is 0.202. (4) The reactants are [NH2:1][CH:2]([CH2:32][C:33]1[CH:38]=[CH:37][C:36]([F:39])=[CH:35][CH:34]=1)[C:3]([N:5]1[CH2:10][CH2:9][N:8]([CH:11]([CH2:16][C:17]2[CH:26]=[CH:25][C:24]3[C:19](=[CH:20][CH:21]=[CH:22][CH:23]=3)[CH:18]=2)[C:12]([NH:14][CH3:15])=[O:13])[C:7](=[O:27])[CH:6]1[CH2:28][CH:29]1[CH2:31][CH2:30]1)=[O:4].[C:40]([O:44][C:45]([NH:47][C:48]([CH3:53])([CH3:52])[C:49](O)=[O:50])=[O:46])([CH3:43])([CH3:42])[CH3:41].ON1C2C=CC=CC=2N=N1.CN1CCOCC1.CN(C)CCCN=C=NCC. The catalyst is CN(C=O)C. The product is [C:40]([O:44][C:45](=[O:46])[NH:47][C:48]([C:49](=[O:50])[NH:1][CH:2]([CH2:32][C:33]1[CH:38]=[CH:37][C:36]([F:39])=[CH:35][CH:34]=1)[C:3]([N:5]1[CH2:10][CH2:9][N:8]([CH:11]([C:12](=[O:13])[NH:14][CH3:15])[CH2:16][C:17]2[CH:26]=[CH:25][C:24]3[C:19](=[CH:20][CH:21]=[CH:22][CH:23]=3)[CH:18]=2)[C:7](=[O:27])[CH:6]1[CH2:28][CH:29]1[CH2:31][CH2:30]1)=[O:4])([CH3:53])[CH3:52])([CH3:43])([CH3:41])[CH3:42]. The yield is 0.930. (5) The reactants are Br[C:2]1[CH:7]=[CH:6][C:5]([CH:8]([C:13]2[CH:18]=[CH:17][CH:16]=[CH:15][CH:14]=2)[C:9]([O:11][CH3:12])=[O:10])=[CH:4][CH:3]=1.[CH3:19][O:20][C:21]1[CH:26]=[CH:25][C:24](B(O)O)=[CH:23][CH:22]=1.C(=O)([O-])[O-].[K+].[K+]. The catalyst is COCCOC.O.C(OCC)(=O)C.C1C=CC([P]([Pd]([P](C2C=CC=CC=2)(C2C=CC=CC=2)C2C=CC=CC=2)([P](C2C=CC=CC=2)(C2C=CC=CC=2)C2C=CC=CC=2)[P](C2C=CC=CC=2)(C2C=CC=CC=2)C2C=CC=CC=2)(C2C=CC=CC=2)C2C=CC=CC=2)=CC=1. The product is [CH3:19][O:20][C:21]1[CH:26]=[CH:25][C:24]([C:2]2[CH:7]=[CH:6][C:5]([CH:8]([C:13]3[CH:18]=[CH:17][CH:16]=[CH:15][CH:14]=3)[C:9]([O:11][CH3:12])=[O:10])=[CH:4][CH:3]=2)=[CH:23][CH:22]=1. The yield is 0.310.